Dataset: Full USPTO retrosynthesis dataset with 1.9M reactions from patents (1976-2016). Task: Predict the reactants needed to synthesize the given product. Given the product [Br:18][C:16]1[CH:17]=[C:12]([NH:11][CH3:10])[C:13]([NH2:20])=[C:14]([CH3:19])[CH:15]=1, predict the reactants needed to synthesize it. The reactants are: [H-].[Al+3].[Li+].[H-].[H-].[H-].C(O[C:10](=O)[NH:11][C:12]1[CH:17]=[C:16]([Br:18])[CH:15]=[C:14]([CH3:19])[C:13]=1[NH2:20])C.[O-]S([O-])(=O)=O.[Na+].[Na+].